From a dataset of Reaction yield outcomes from USPTO patents with 853,638 reactions. Predict the reaction yield, written as a fraction of the theoretical maximum amount of product (1.0 means a 100% yield; for example, 0.34 means a 34% yield). (1) The reactants are B(Br)(Br)Br.[Cl:5][C:6]1[CH:21]=[CH:20][C:9]([CH2:10][NH:11][C:12]2[CH:17]=[CH:16][CH:15]=[C:14]([O:18]C)[CH:13]=2)=[CH:8][CH:7]=1. The yield is 0.710. The catalyst is ClCCl. The product is [Cl:5][C:6]1[CH:21]=[CH:20][C:9]([CH2:10][NH:11][C:12]2[CH:13]=[C:14]([OH:18])[CH:15]=[CH:16][CH:17]=2)=[CH:8][CH:7]=1. (2) The reactants are [CH:1]([C:4]1[CH:9]=[CH:8][CH:7]=[CH:6][C:5]=1[NH:10][C:11]1[CH:12]=[C:13]([C:21]2[CH:26]=[CH:25][CH:24]=[CH:23][CH:22]=2)[C:14]([CH3:20])=[CH:15][C:16]=1[N+:17]([O-])=O)([CH3:3])[CH3:2]. The catalyst is [Pd].C(O)C. The product is [CH:1]([C:4]1[CH:9]=[CH:8][CH:7]=[CH:6][C:5]=1[NH:10][C:11]1[CH:12]=[C:13]([C:21]2[CH:26]=[CH:25][CH:24]=[CH:23][CH:22]=2)[C:14]([CH3:20])=[CH:15][C:16]=1[NH2:17])([CH3:3])[CH3:2]. The yield is 1.00.